This data is from Full USPTO retrosynthesis dataset with 1.9M reactions from patents (1976-2016). The task is: Predict the reactants needed to synthesize the given product. (1) Given the product [F:22][C:21]([F:24])([F:23])[C:17]1[CH:16]=[C:15]2[C:20]([C:11]([OH:10])=[C:12]([C:28]([NH:41][CH2:40][C:39]([O:38][C:34]([CH3:37])([CH3:36])[CH3:35])=[O:42])=[O:29])[C:13](=[O:27])[C:14]2([CH3:26])[CH3:25])=[CH:19][CH:18]=1, predict the reactants needed to synthesize it. The reactants are: CCN(C(C)C)C(C)C.[OH:10][C:11]1[C:20]2[C:15](=[CH:16][C:17]([C:21]([F:24])([F:23])[F:22])=[CH:18][CH:19]=2)[C:14]([CH3:26])([CH3:25])[C:13](=[O:27])[C:12]=1[C:28](OCC)=[O:29].Cl.[C:34]([O:38][C:39](=[O:42])[CH2:40][NH2:41])([CH3:37])([CH3:36])[CH3:35]. (2) Given the product [F:8][C:4]1[N:3]=[C:2]([F:1])[CH:7]=[CH:6][C:5]=1[C:17]([OH:19])=[O:18], predict the reactants needed to synthesize it. The reactants are: [F:1][C:2]1[CH:7]=[CH:6][CH:5]=[C:4]([F:8])[N:3]=1.C([N-]C(C)C)(C)C.[Li+].[C:17](=[O:19])=[O:18]. (3) Given the product [Cl:1][C:2]1[N:7]=[CH:6][C:5]([N:8]2[CH2:14][CH2:13][CH2:12][NH:11][CH2:10][CH2:9]2)=[CH:4][CH:3]=1, predict the reactants needed to synthesize it. The reactants are: [Cl:1][C:2]1[N:7]=[CH:6][C:5]([N:8]2[CH2:14][CH2:13][CH2:12][N:11](C(OC(C)(C)C)=O)[CH2:10][CH2:9]2)=[CH:4][CH:3]=1.FC(F)(F)C(O)=O. (4) The reactants are: C[O:2][C:3]([C@@:5]12[CH2:23][C@H:22]1[CH:21]=[CH:20][CH2:19][CH2:18][CH2:17][CH2:16][N:15]([CH3:24])[C:14](=[O:25])[N:13]1[C@@H:8]([CH2:9][C@@H:10]([O:26][C:27]3[CH:32]=[C:31]([C:33]4[CH:37]=[C:36]([CH3:38])[S:35][C:34]=4[CH3:39])[N:30]=[C:29]([C:40]4[S:41][CH:42]=[C:43]([C:45]([F:48])([F:47])[F:46])[N:44]=4)[N:28]=3)[CH2:11][CH2:12]1)[C:7](=[O:49])[NH:6]2)=[O:4].C(C1N=C(C2C=C(O[C@H]3C[C@@H]4N(C(=O)N(C)CCCCC=C[C@H]5[C@](C(O)=O)(NC4=O)C5)CC3)C3C(=C(C)C(OC)=CC=3)N=2)SC=1)#C. Given the product [CH3:39][C:34]1[S:35][C:36]([CH3:38])=[CH:37][C:33]=1[C:31]1[N:30]=[C:29]([C:40]2[S:41][CH:42]=[C:43]([C:45]([F:46])([F:47])[F:48])[N:44]=2)[N:28]=[C:27]([O:26][C@@H:10]2[CH2:9][C@@H:8]3[N:13]([C:14](=[O:25])[N:15]([CH3:24])[CH2:16][CH2:17][CH2:18][CH2:19][CH:20]=[CH:21][C@H:22]4[C@:5]([C:3]([OH:4])=[O:2])([NH:6][C:7]3=[O:49])[CH2:23]4)[CH2:12][CH2:11]2)[CH:32]=1, predict the reactants needed to synthesize it. (5) Given the product [F:1][C:2]1[CH:11]=[C:10]([F:12])[CH:9]=[C:8]2[C:3]=1[C:4]([NH:20][C:21]1[CH:22]=[C:23]([N:28]3[CH2:33][CH2:32][O:31][CH2:30][CH2:29]3)[N:24]=[CH:25][C:26]=1[C:39]1[CH:38]=[N:37][C:36]([C:35]([F:46])([F:45])[F:34])=[CH:41][CH:40]=1)=[C:5]([CH3:19])[C:6]([C:13]1[CH:18]=[CH:17][CH:16]=[CH:15][N:14]=1)=[N:7]2, predict the reactants needed to synthesize it. The reactants are: [F:1][C:2]1[CH:11]=[C:10]([F:12])[CH:9]=[C:8]2[C:3]=1[C:4]([NH:20][C:21]1[C:26](I)=[CH:25][N:24]=[C:23]([N:28]3[CH2:33][CH2:32][O:31][CH2:30][CH2:29]3)[CH:22]=1)=[C:5]([CH3:19])[C:6]([C:13]1[CH:18]=[CH:17][CH:16]=[CH:15][N:14]=1)=[N:7]2.[F:34][C:35]([F:46])([F:45])[C:36]1[CH:41]=[CH:40][C:39](B(O)O)=[CH:38][N:37]=1.C1(P(C2CCCCC2)C2CCCCC2)CCCCC1.[O-]P([O-])([O-])=O.[K+].[K+].[K+]. (6) Given the product [OH:7][CH2:8][C@@H:9]([N:11]1[C:15]2[N:16]=[CH:17][N:18]=[CH:19][C:14]=2[C:13]([C:20]([C:22]2[CH:23]=[C:24]([NH:28][C:29](=[O:41])[CH2:30][C:31]3[CH:36]=[CH:35][CH:34]=[C:33]([C:37]([F:39])([F:40])[F:38])[CH:32]=3)[CH:25]=[N:26][CH:27]=2)=[O:21])=[CH:12]1)[CH3:10], predict the reactants needed to synthesize it. The reactants are: Cl.C([Si](C)(C)[O:7][CH2:8][C@@H:9]([N:11]1[C:15]2[N:16]=[CH:17][N:18]=[CH:19][C:14]=2[C:13]([C:20]([C:22]2[CH:23]=[C:24]([NH:28][C:29](=[O:41])[CH2:30][C:31]3[CH:36]=[CH:35][CH:34]=[C:33]([C:37]([F:40])([F:39])[F:38])[CH:32]=3)[CH:25]=[N:26][CH:27]=2)=[O:21])=[CH:12]1)[CH3:10])(C)(C)C.